From a dataset of Reaction yield outcomes from USPTO patents with 853,638 reactions. Predict the reaction yield, written as a fraction of the theoretical maximum amount of product (1.0 means a 100% yield; for example, 0.34 means a 34% yield). (1) The reactants are [CH3:1][O:2][C:3](=[O:12])[CH2:4][N:5]1[CH:9]=[C:8]([CH2:10]O)[CH:7]=[N:6]1.[Cl:13]CCCl. The catalyst is S(Cl)(Cl)=O. The product is [CH3:1][O:2][C:3](=[O:12])[CH2:4][N:5]1[CH:9]=[C:8]([CH2:10][Cl:13])[CH:7]=[N:6]1. The yield is 0.360. (2) The reactants are [CH3:1][O:2][C:3]1[CH:8]=[CH:7][C:6]([C:9](=[O:21])[CH2:10][CH2:11][C:12]2[CH:17]=[CH:16][C:15]([N+:18]([O-:20])=[O:19])=[CH:14][CH:13]=2)=[CH:5][CH:4]=1.[Br-:22]. The catalyst is [Al+3].[Cl-].[Cl-].[Cl-]. The product is [Br:22][CH:10]([CH2:11][C:12]1[CH:17]=[CH:16][C:15]([N+:18]([O-:20])=[O:19])=[CH:14][CH:13]=1)[C:9]([C:6]1[CH:7]=[CH:8][C:3]([O:2][CH3:1])=[CH:4][CH:5]=1)=[O:21]. The yield is 0.961. (3) The reactants are [Cl:1][C:2]1[CH:10]=[C:9]([O:11][CH3:12])[C:8]([N+:13]([O-:15])=[O:14])=[CH:7][C:3]=1[C:4]([NH2:6])=O.O=C(Cl)OC(Cl)(Cl)Cl. The catalyst is O1CCOCC1. The product is [Cl:1][C:2]1[CH:10]=[C:9]([O:11][CH3:12])[C:8]([N+:13]([O-:15])=[O:14])=[CH:7][C:3]=1[C:4]#[N:6]. The yield is 0.570. (4) The reactants are [Br:1][C:2]1[C:3]([F:14])=[CH:4][C:5]2[CH:9]=[C:8](C(O)=O)[S:7][C:6]=2[CH:13]=1.C1CCN2C(=NCCC2)CC1. The catalyst is CC(N(C)C)=O. The yield is 0.860. The product is [Br:1][C:2]1[C:3]([F:14])=[CH:4][C:5]2[CH:9]=[CH:8][S:7][C:6]=2[CH:13]=1. (5) The reactants are [F:1][C:2]1[CH:3]=[C:4]([CH:8]=[C:9]([F:11])[CH:10]=1)[C:5]([OH:7])=[O:6].[C:12](Cl)(=O)C(Cl)=O.CN(C)C=O.CO. The catalyst is ClCCl. The product is [F:1][C:2]1[CH:3]=[C:4]([CH:8]=[C:9]([F:11])[CH:10]=1)[C:5]([O:7][CH3:12])=[O:6]. The yield is 0.919. (6) The reactants are [NH2:1][C:2]1[CH:3]=[C:4]([NH:16][S:17]([C:20]2[CH:25]=[CH:24][CH:23]=[CH:22][CH:21]=2)(=[O:19])=[O:18])[CH:5]=[CH:6][C:7]=1[NH:8][CH2:9][CH:10]1[CH2:15][CH2:14][CH2:13][CH2:12][CH2:11]1.[CH3:26][C:27]([CH3:34])([CH2:31][CH:32]=[CH2:33])[C:28](O)=O.C(N(C(C)C)CC)(C)C.CN(C(ON1N=NC2C=CC=NC1=2)=[N+](C)C)C.F[P-](F)(F)(F)(F)F. The catalyst is CN(C=O)C. The product is [CH:10]1([CH2:9][N:8]2[C:7]3[CH:6]=[CH:5][C:4]([NH:16][S:17]([C:20]4[CH:21]=[CH:22][CH:23]=[CH:24][CH:25]=4)(=[O:19])=[O:18])=[CH:3][C:2]=3[N:1]=[C:26]2[C:27]([CH3:34])([CH3:28])[CH2:31][CH:32]=[CH2:33])[CH2:11][CH2:12][CH2:13][CH2:14][CH2:15]1. The yield is 0.140. (7) The reactants are Br[C:2]1[CH:3]=[C:4]([C:16]2[CH:21]=[CH:20][CH:19]=[CH:18][CH:17]=2)[C:5]2[N:6]([CH:8]=[C:9]([C:11]([O:13][CH2:14][CH3:15])=[O:12])[N:10]=2)[CH:7]=1.[CH:22]([N:25]([C:33]1[S:34][C:35](B2OC(C)(C)C(C)(C)O2)=[CH:36][N:37]=1)[C:26](=[O:32])[O:27][C:28]([CH3:31])([CH3:30])[CH3:29])([CH3:24])[CH3:23].[O-]P([O-])([O-])=O.[K+].[K+].[K+].C(OCC)(=O)C. The catalyst is C1(C)C=CC=CC=1.C(O)C.C1C=CC([P]([Pd]([P](C2C=CC=CC=2)(C2C=CC=CC=2)C2C=CC=CC=2)([P](C2C=CC=CC=2)(C2C=CC=CC=2)C2C=CC=CC=2)[P](C2C=CC=CC=2)(C2C=CC=CC=2)C2C=CC=CC=2)(C2C=CC=CC=2)C2C=CC=CC=2)=CC=1. The product is [C:28]([O:27][C:26]([N:25]([CH:22]([CH3:24])[CH3:23])[C:33]1[S:34][C:35]([C:2]2[CH:3]=[C:4]([C:16]3[CH:21]=[CH:20][CH:19]=[CH:18][CH:17]=3)[C:5]3[N:6]([CH:8]=[C:9]([C:11]([O:13][CH2:14][CH3:15])=[O:12])[N:10]=3)[CH:7]=2)=[CH:36][N:37]=1)=[O:32])([CH3:31])([CH3:30])[CH3:29]. The yield is 0.530.